From a dataset of Reaction yield outcomes from USPTO patents with 853,638 reactions. Predict the reaction yield, written as a fraction of the theoretical maximum amount of product (1.0 means a 100% yield; for example, 0.34 means a 34% yield). The reactants are [C:1]([C:3]1[CH:4]=[C:5]([S:23]([N:26](CC2C=CC(OC)=CC=2OC)[C:27]2[CH:32]=[CH:31][N:30]=[CH:29][N:28]=2)(=[O:25])=[O:24])[CH:6]=[CH:7][C:8]=1[O:9][C@H:10]1[CH2:16][CH2:15][CH2:14][CH2:13][CH2:12][C@@H:11]1[C:17]1[N:21]([CH3:22])[N:20]=[CH:19][CH:18]=1)#[N:2].C([SiH](CC)CC)C.FC(F)(F)C(O)=O. The catalyst is ClCCl. The product is [C:1]([C:3]1[CH:4]=[C:5]([S:23]([NH:26][C:27]2[CH:32]=[CH:31][N:30]=[CH:29][N:28]=2)(=[O:24])=[O:25])[CH:6]=[CH:7][C:8]=1[O:9][C@H:10]1[CH2:16][CH2:15][CH2:14][CH2:13][CH2:12][C@@H:11]1[C:17]1[N:21]([CH3:22])[N:20]=[CH:19][CH:18]=1)#[N:2]. The yield is 0.700.